Dataset: NCI-60 drug combinations with 297,098 pairs across 59 cell lines. Task: Regression. Given two drug SMILES strings and cell line genomic features, predict the synergy score measuring deviation from expected non-interaction effect. (1) Drug 1: C1=C(C(=O)NC(=O)N1)F. Drug 2: CC1=C(C(=CC=C1)Cl)NC(=O)C2=CN=C(S2)NC3=CC(=NC(=N3)C)N4CCN(CC4)CCO. Cell line: SF-539. Synergy scores: CSS=38.9, Synergy_ZIP=-0.525, Synergy_Bliss=-0.333, Synergy_Loewe=-27.9, Synergy_HSA=1.03. (2) Drug 1: C1C(C(OC1N2C=NC3=C(N=C(N=C32)Cl)N)CO)O. Drug 2: CC12CCC3C(C1CCC2O)C(CC4=C3C=CC(=C4)O)CCCCCCCCCS(=O)CCCC(C(F)(F)F)(F)F. Cell line: SF-539. Synergy scores: CSS=-2.97, Synergy_ZIP=-2.11, Synergy_Bliss=-0.131, Synergy_Loewe=-11.8, Synergy_HSA=-4.33. (3) Drug 1: C1CC2CC3=C(CC1C24CN(S(=O)(=O)N4)CC(F)(F)F)C=CC(=C3)C=CCN5CCC(CC5)C(F)(F)F. Drug 2: C1=CC=C(C=C1)NC(=O)CCCCCCC(=O)NO. Cell line: SK-OV-3. Synergy scores: CSS=63.6, Synergy_ZIP=8.67, Synergy_Bliss=11.9, Synergy_Loewe=-4.06, Synergy_HSA=11.7. (4) Drug 1: CC(CN1CC(=O)NC(=O)C1)N2CC(=O)NC(=O)C2. Drug 2: CC12CCC3C(C1CCC2OP(=O)(O)O)CCC4=C3C=CC(=C4)OC(=O)N(CCCl)CCCl.[Na+]. Cell line: OVCAR-5. Synergy scores: CSS=20.5, Synergy_ZIP=-8.21, Synergy_Bliss=-7.22, Synergy_Loewe=-9.30, Synergy_HSA=-4.30. (5) Cell line: NCI-H322M. Synergy scores: CSS=-6.16, Synergy_ZIP=0.365, Synergy_Bliss=-4.81, Synergy_Loewe=-6.59, Synergy_HSA=-6.44. Drug 2: CCC(=C(C1=CC=CC=C1)C2=CC=C(C=C2)OCCN(C)C)C3=CC=CC=C3.C(C(=O)O)C(CC(=O)O)(C(=O)O)O. Drug 1: CNC(=O)C1=CC=CC=C1SC2=CC3=C(C=C2)C(=NN3)C=CC4=CC=CC=N4. (6) Drug 1: CCC1=CC2CC(C3=C(CN(C2)C1)C4=CC=CC=C4N3)(C5=C(C=C6C(=C5)C78CCN9C7C(C=CC9)(C(C(C8N6C)(C(=O)OC)O)OC(=O)C)CC)OC)C(=O)OC.C(C(C(=O)O)O)(C(=O)O)O. Drug 2: C1CC(C1)(C(=O)O)C(=O)O.[NH2-].[NH2-].[Pt+2]. Cell line: SK-OV-3. Synergy scores: CSS=57.4, Synergy_ZIP=-3.99, Synergy_Bliss=0.247, Synergy_Loewe=-8.12, Synergy_HSA=3.00.